Predict the product of the given reaction. From a dataset of Forward reaction prediction with 1.9M reactions from USPTO patents (1976-2016). Given the reactants [CH3:1][O:2][C:3](=[O:45])[CH2:4][C@@H:5]([C:9]1[CH:14]=[CH:13][C:12]([O:15][CH2:16][C:17]2[CH2:44][CH2:43][CH2:42][C@@:19]3([CH2:23][C@H:22]([O:24][Si](C(C)(C)C)(C4C=CC=CC=4)C4C=CC=CC=4)[CH2:21][CH2:20]3)[CH:18]=2)=[CH:11][CH:10]=1)[C:6]#[C:7][CH3:8].[F-].C([N+](CCCC)(CCCC)CCCC)CCC.O, predict the reaction product. The product is: [CH3:1][O:2][C:3](=[O:45])[CH2:4][C@@H:5]([C:9]1[CH:14]=[CH:13][C:12]([O:15][CH2:16][C:17]2[CH2:44][CH2:43][CH2:42][C@@:19]3([CH2:23][C@H:22]([OH:24])[CH2:21][CH2:20]3)[CH:18]=2)=[CH:11][CH:10]=1)[C:6]#[C:7][CH3:8].